Dataset: Catalyst prediction with 721,799 reactions and 888 catalyst types from USPTO. Task: Predict which catalyst facilitates the given reaction. (1) Reactant: Cl[C:2]([S:4]Cl)=[O:3].[Cl:6][C:7]1[CH:8]=[C:9]([CH:26]=[CH:27][C:28]=1[Cl:29])[CH2:10][C:11]1[C:16](=[O:17])[NH:15][C:14]([CH2:18][C:19]([NH2:21])=[O:20])=[N:13][C:12]=1[C:22]([F:25])([F:24])[F:23]. Product: [NH2:21][C:19]1[O:20][C:2](=[O:3])[S:4][C:18]=1[C:14]1[NH:15][C:16](=[O:17])[C:11]([CH2:10][C:9]2[CH:26]=[CH:27][C:28]([Cl:29])=[C:7]([Cl:6])[CH:8]=2)=[C:12]([C:22]([F:24])([F:25])[F:23])[N:13]=1. The catalyst class is: 11. (2) Reactant: [C:1]([Cl:6])(=O)[C:2](Cl)=[O:3].[F:7][C:8]1[CH:13]=[C:12]([F:14])[CH:11]=[C:10]([F:15])[C:9]=1[CH:16]([NH:19][CH2:20][C:21]([F:27])([F:26])[C:22]([F:25])([F:24])[F:23])[C:17]#[N:18].[Cl:28]C1C=CC=CC=1. Product: [Cl:6][C:1]1[C:2](=[O:3])[N:19]([CH2:20][C:21]([F:26])([F:27])[C:22]([F:23])([F:24])[F:25])[C:16]([C:9]2[C:8]([F:7])=[CH:13][C:12]([F:14])=[CH:11][C:10]=2[F:15])=[C:17]([Cl:28])[N:18]=1. The catalyst class is: 9. (3) Reactant: [CH3:1][C:2]1([CH3:16])[CH2:10][C:9]2[C:4](=[C:5]([O:13]C)[CH:6]=[CH:7][C:8]=2[O:11][CH3:12])[C:3]1=[O:15].B(Cl)(Cl)Cl. Product: [CH3:1][C:2]1([CH3:16])[CH2:10][C:9]2[C:4](=[C:5]([OH:13])[CH:6]=[CH:7][C:8]=2[O:11][CH3:12])[C:3]1=[O:15]. The catalyst class is: 4. (4) Product: [Br:10][C:8]1[CH:9]=[C:4]2[C:5](=[CH:6][CH:7]=1)[O:11][CH:18]([CH2:17][CH:13]1[CH2:14][CH2:15][CH2:16][O:12]1)[CH2:2][C:1]2=[O:3]. The catalyst class is: 5. Reactant: [C:1]([C:4]1[CH:9]=[C:8]([Br:10])[CH:7]=[CH:6][C:5]=1[OH:11])(=[O:3])[CH3:2].[O:12]1[CH2:16][CH2:15][CH2:14][CH:13]1[CH2:17][CH:18]=O. (5) Reactant: [NH2:1][C:2]1[CH:3]=[N:4][CH:5]=[C:6]([F:8])[CH:7]=1.C(N(CC)CC)C.[Cl:16][CH2:17][C:18](Cl)=[O:19]. Product: [Cl:16][CH2:17][C:18]([NH:1][C:2]1[CH:3]=[N:4][CH:5]=[C:6]([F:8])[CH:7]=1)=[O:19]. The catalyst class is: 4. (6) Reactant: [C:1]([O:5][C:6]([N:8]1[CH2:13][CH2:12]C(C2C=CC=CC=2C(OC)=O)[CH2:10][CH2:9]1)=[O:7])([CH3:4])([CH3:3])[CH3:2].[CH3:24][Mg]Br.[C:27]1([CH3:33])[CH:32]=[CH:31][CH:30]=[CH:29][CH:28]=1.[CH2:34]1[CH2:38][O:37]CC1. Product: [C:1]([O:5][C:6]([N:8]1[CH2:9][CH2:10][CH:33]([C:27]2[CH:32]=[CH:31][CH:30]=[CH:29][C:28]=2[C:38]([OH:37])([CH3:34])[CH3:24])[CH2:12][CH2:13]1)=[O:7])([CH3:2])([CH3:3])[CH3:4]. The catalyst class is: 1. (7) Reactant: [N+:1]([O-:4])(O)=[O:2].[CH3:5][C:6]1[CH:11]=[CH:10][CH:9]=[C:8]([CH3:12])[C:7]=1[Br:13]. Product: [Br:13][C:7]1[C:6]([CH3:5])=[C:11]([N+:1]([O-:4])=[O:2])[CH:10]=[CH:9][C:8]=1[CH3:12]. The catalyst class is: 52. (8) Reactant: [CH3:1][O:2][C@@H:3]([C@@H:33]([N:38]([CH3:46])[C:39](=[O:45])[C@H:40]([CH:42]([CH3:44])[CH3:43])[NH2:41])[C@@H:34]([CH3:37])[CH2:35][CH3:36])[CH2:4][C:5]([N:7]1[CH2:11][CH2:10][CH2:9][C@H:8]1[C@H:12]([O:31][CH3:32])[C@@H:13]([CH3:30])[C:14](=[O:29])[NH:15][C@H:16]([C:24]1[S:25][CH:26]=[CH:27][N:28]=1)[CH2:17][C:18]1[CH:23]=[CH:22][CH:21]=[CH:20][CH:19]=1)=[O:6].[C:47]([O:51][C:52]([N:54]([CH3:61])[C:55]([CH3:60])([C:57](O)=[O:58])[CH3:56])=[O:53])([CH3:50])([CH3:49])[CH3:48].C(N(C(C)C)CC)(C)C.CN(C(ON1N=NC2C=CC=NC1=2)=[N+](C)C)C.F[P-](F)(F)(F)(F)F. Product: [C:47]([O:51][C:52]([N:54]([CH3:61])[C:55]([CH3:60])([C:57]([NH:41][C@H:40]([C:39]([N:38]([C@@H:33]([C@@H:34]([CH3:37])[CH2:35][CH3:36])[C@H:3]([O:2][CH3:1])[CH2:4][C:5]([N:7]1[CH2:11][CH2:10][CH2:9][C@H:8]1[C@H:12]([O:31][CH3:32])[C@@H:13]([CH3:30])[C:14](=[O:29])[NH:15][C@H:16]([C:24]1[S:25][CH:26]=[CH:27][N:28]=1)[CH2:17][C:18]1[CH:19]=[CH:20][CH:21]=[CH:22][CH:23]=1)=[O:6])[CH3:46])=[O:45])[CH:42]([CH3:44])[CH3:43])=[O:58])[CH3:56])=[O:53])([CH3:50])([CH3:49])[CH3:48]. The catalyst class is: 4. (9) Reactant: [Cl:1][C:2]1[C:6]([Cl:7])=[C:5](Cl)[S:4][C:3]=1[S:9]([NH:12][C:13]1[C:18]([O:19][CH3:20])=[N:17][CH:16]=[CH:15][N:14]=1)(=[O:11])=[O:10].[H-].[Na+].C([Li])CCC.Cl. Product: [Cl:1][C:2]1[C:6]([Cl:7])=[CH:5][S:4][C:3]=1[S:9]([NH:12][C:13]1[C:18]([O:19][CH3:20])=[N:17][CH:16]=[CH:15][N:14]=1)(=[O:10])=[O:11]. The catalyst class is: 83.